From a dataset of Forward reaction prediction with 1.9M reactions from USPTO patents (1976-2016). Predict the product of the given reaction. (1) Given the reactants [Br:1][C:2]1[CH:3]=[C:4]([NH2:9])[C:5]([F:8])=[N:6][CH:7]=1.[F:10][C:11]1[CH:16]=[C:15]([F:17])[CH:14]=[CH:13][C:12]=1[S:18](Cl)(=[O:20])=[O:19], predict the reaction product. The product is: [Br:1][C:2]1[CH:3]=[C:4]([NH:9][S:18]([C:12]2[CH:13]=[CH:14][C:15]([F:17])=[CH:16][C:11]=2[F:10])(=[O:20])=[O:19])[C:5]([F:8])=[N:6][CH:7]=1. (2) Given the reactants [Cl:1][C:2]1[CH:7]=[CH:6][C:5]([F:8])=[CH:4][C:3]=1[C:9]#[C:10][Si](C)(C)C.C(=O)([O-])[O-].[K+].[K+], predict the reaction product. The product is: [Cl:1][C:2]1[CH:7]=[CH:6][C:5]([F:8])=[CH:4][C:3]=1[C:9]#[CH:10]. (3) Given the reactants [C:1]1([S:7]([N:10]2[C:14]3=[N:15][CH:16]=[C:17]([F:19])[CH:18]=[C:13]3[CH:12]=[CH:11]2)(=[O:9])=[O:8])[CH:6]=[CH:5][CH:4]=[CH:3][CH:2]=1.C([Li])CCC.CCCCCC.[O:31]1[CH2:36][CH2:35][CH:34]([CH2:37][CH:38]=[O:39])[CH2:33][CH2:32]1, predict the reaction product. The product is: [C:1]1([S:7]([N:10]2[C:14]3=[N:15][CH:16]=[C:17]([F:19])[CH:18]=[C:13]3[CH:12]=[C:11]2[CH:38]([OH:39])[CH2:37][CH:34]2[CH2:35][CH2:36][O:31][CH2:32][CH2:33]2)(=[O:9])=[O:8])[CH:6]=[CH:5][CH:4]=[CH:3][CH:2]=1. (4) Given the reactants [CH3:1][N:2]1[CH:6]=[CH:5][N:4]=[C:3]1[CH2:7][OH:8].CC([O-])(C)C.[K+].C1COCC1.[C:20]([C:24]1[S:28]/[C:27](=[N:29]\[C:30](=[O:42])[C:31]2[CH:36]=[C:35]([C:37]([F:40])([F:39])[F:38])[CH:34]=[CH:33][C:32]=2F)/[N:26]([CH2:43][C@H:44]2[CH2:48][CH2:47][CH2:46][O:45]2)[CH:25]=1)([CH3:23])([CH3:22])[CH3:21], predict the reaction product. The product is: [C:20]([C:24]1[S:28]/[C:27](=[N:29]\[C:30](=[O:42])[C:31]2[CH:36]=[C:35]([C:37]([F:39])([F:38])[F:40])[CH:34]=[CH:33][C:32]=2[O:8][CH2:7][C:3]2[N:2]([CH3:1])[CH:6]=[CH:5][N:4]=2)/[N:26]([CH2:43][C@H:44]2[CH2:48][CH2:47][CH2:46][O:45]2)[CH:25]=1)([CH3:23])([CH3:21])[CH3:22].